This data is from Reaction yield outcomes from USPTO patents with 853,638 reactions. The task is: Predict the reaction yield, written as a fraction of the theoretical maximum amount of product (1.0 means a 100% yield; for example, 0.34 means a 34% yield). (1) The product is [Si:25]([O:15][CH2:14][CH:12]1[CH2:11][CH2:10][N:5]2[C:6]3[C:2]([CH:3]=[C:4]2[CH2:13]1)=[CH:1][CH:9]=[CH:8][CH:7]=3)([C:21]([CH3:24])([CH3:23])[CH3:22])([CH3:27])[CH3:26]. The reactants are [CH:1]1[CH:9]=[CH:8][CH:7]=[C:6]2[C:2]=1[CH:3]=[C:4]1[CH2:13][CH:12]([CH2:14][OH:15])[CH2:11][CH2:10][N:5]12.N1C=CN=C1.[C:21]([Si:25](Cl)([CH3:27])[CH3:26])([CH3:24])([CH3:23])[CH3:22].O. The yield is 1.00. The catalyst is CN(C=O)C. (2) The reactants are Br[C:2]1[CH:3]=[C:4]([S:9]([NH:12][C:13]2[CH:22]=[CH:21][C:16]([C:17]([O:19][CH3:20])=[O:18])=[C:15]([OH:23])[CH:14]=2)(=[O:11])=[O:10])[CH:5]=[N:6][C:7]=1[Cl:8].CC1(C)C(C)(C)OB([C:32]2[CH:33]=[C:34]([CH:36]=[CH:37][CH:38]=2)[NH2:35])O1. No catalyst specified. The product is [NH2:35][C:34]1[CH:33]=[C:32]([C:2]2[CH:3]=[C:4]([S:9]([NH:12][C:13]3[CH:22]=[CH:21][C:16]([C:17]([O:19][CH3:20])=[O:18])=[C:15]([OH:23])[CH:14]=3)(=[O:11])=[O:10])[CH:5]=[N:6][C:7]=2[Cl:8])[CH:38]=[CH:37][CH:36]=1. The yield is 0.430. (3) The reactants are [CH2:1]([C:3]1[CH:24]=[CH:23][CH:22]=[C:21]([CH3:25])[C:4]=1[CH2:5][NH:6][C:7]1[C:12]2[N:13]=[C:14]([CH3:17])[N:15]([CH3:16])[C:11]=2[CH:10]=[C:9]([C:18]([OH:20])=O)[N:8]=1)[CH3:2].F[B-](F)(F)F.N1(OC(N(C)C)=[N+](C)C)C2C=CC=CC=2N=N1.[CH2:48]([CH2:50][NH2:51])[OH:49].O. The catalyst is ClCCl. The product is [OH:49][CH2:48][CH2:50][NH:51][C:18]([C:9]1[N:8]=[C:7]([NH:6][CH2:5][C:4]2[C:21]([CH3:25])=[CH:22][CH:23]=[CH:24][C:3]=2[CH2:1][CH3:2])[C:12]2[N:13]=[C:14]([CH3:17])[N:15]([CH3:16])[C:11]=2[CH:10]=1)=[O:20]. The yield is 0.760. (4) The reactants are [Br:1][C:2]1[C:7]([O:8][CH3:9])=[CH:6][C:5]([CH:10]2O[CH:13]=[N:12][CH:11]2S(C2C=CC(C)=CC=2)(=O)=O)=[CH:4][C:3]=1[O:25][CH3:26].[CH3:27][NH2:28].C1COCC1. The catalyst is CO.CCOC(C)=O. The product is [Br:1][C:2]1[C:3]([O:25][CH3:26])=[CH:4][C:5]([C:10]2[N:28]=[CH:27][N:12]([CH3:13])[CH:11]=2)=[CH:6][C:7]=1[O:8][CH3:9]. The yield is 0.210. (5) The reactants are [CH3:1][O:2][C:3]1[C:4]([C:23]2[CH:28]=[CH:27][CH:26]=[CH:25][C:24]=2[O:29][CH3:30])=[CH:5][C:6]2[C:12]([C:13]3[CH:14]=[C:15]([CH:18]=[CH:19][CH:20]=3)[C:16]#[N:17])=[N:11][CH2:10][C:9](=[O:21])[NH:8][C:7]=2[CH:22]=1.[CH2:31](I)[CH2:32][CH3:33]. No catalyst specified. The product is [CH3:1][O:2][C:3]1[C:4]([C:23]2[CH:28]=[CH:27][CH:26]=[CH:25][C:24]=2[O:29][CH3:30])=[CH:5][C:6]2[C:12]([C:13]3[CH:14]=[C:15]([CH:18]=[CH:19][CH:20]=3)[C:16]#[N:17])=[N:11][CH2:10][C:9](=[O:21])[N:8]([CH2:31][CH2:32][CH3:33])[C:7]=2[CH:22]=1. The yield is 0.890.